This data is from Reaction yield outcomes from USPTO patents with 853,638 reactions. The task is: Predict the reaction yield, written as a fraction of the theoretical maximum amount of product (1.0 means a 100% yield; for example, 0.34 means a 34% yield). (1) The reactants are [O:1]=[C:2]1[C:10]2([CH2:14][O:13][C:12]3[CH:15]=[C:16]4[C:20](=[CH:21][C:11]2=3)[CH2:19][CH2:18][O:17]4)[C:9]2[C:4](=[CH:5][CH:6]=[CH:7][CH:8]=2)[N:3]1[CH2:22][C:23]1[CH:30]=[CH:29][C:26]([C:27]#[N:28])=[CH:25][CH:24]=1.[NH2:31][OH:32]. The catalyst is CS(C)=O.O. The product is [OH:32][N:31]=[C:27]([C:26]1[CH:29]=[CH:30][C:23]([CH2:22][N:3]2[C:4]3[C:9](=[CH:8][CH:7]=[CH:6][CH:5]=3)[C:10]3([CH2:14][O:13][C:12]4[CH:15]=[C:16]5[C:20](=[CH:21][C:11]3=4)[CH2:19][CH2:18][O:17]5)[C:2]2=[O:1])=[CH:24][CH:25]=1)[NH2:28]. The yield is 0.930. (2) The reactants are [N+:1]([O-:4])([O-])=[O:2].[K+].OS(O)(=O)=O.[F:11][C:12]1[CH:19]=[C:18]([F:20])[CH:17]=[CH:16][C:13]=1[C:14]#[N:15]. No catalyst specified. The product is [F:11][C:12]1[CH:19]=[C:18]([F:20])[C:17]([N+:1]([O-:4])=[O:2])=[CH:16][C:13]=1[C:14]#[N:15]. The yield is 0.950. (3) The reactants are [Cl:1][C@H:2]1[C@H:6]([CH2:7][CH2:8][CH2:9][CH2:10][CH2:11][CH2:12][C:13]([O:15]CCC)=[O:14])[C@@H:5](/[CH:19]=[CH:20]/[C@@H:21]([OH:28])[CH2:22][CH2:23][CH2:24][C@H:25]([OH:27])[CH3:26])[C@H:4]([OH:29])[CH2:3]1.[OH-].[Li+].CO.Cl. The catalyst is C1COCC1. The product is [Cl:1][C@H:2]1[C@H:6]([CH2:7][CH2:8][CH2:9][CH2:10][CH2:11][CH2:12][C:13]([OH:15])=[O:14])[C@@H:5](/[CH:19]=[CH:20]/[C@@H:21]([OH:28])[CH2:22][CH2:23][CH2:24][C@H:25]([OH:27])[CH3:26])[C@H:4]([OH:29])[CH2:3]1. The yield is 0.880. (4) The reactants are CCN=C=NCCCN(C)C.[CH:12]([NH:15][C:16]1[CH:24]=[CH:23][C:22]([N+:25]([O-:27])=[O:26])=[CH:21][C:17]=1[C:18]([OH:20])=O)([CH3:14])[CH3:13].[CH:28]1([CH2:31][NH2:32])[CH2:30][CH2:29]1.C1C=CC2N(O)N=NC=2C=1.C(=O)([O-])O.[Na+]. The catalyst is CN(C=O)C. The product is [CH:28]1([CH2:31][NH:32][C:18](=[O:20])[C:17]2[CH:21]=[C:22]([N+:25]([O-:27])=[O:26])[CH:23]=[CH:24][C:16]=2[NH:15][CH:12]([CH3:13])[CH3:14])[CH2:30][CH2:29]1. The yield is 0.920. (5) The yield is 0.860. The reactants are [I:1][C:2]1[C:10]2[C:9](=[O:11])[NH:8][CH:7]=[N:6][C:5]=2[N:4]([C:12]([O:14][C:15]([CH3:18])([CH3:17])[CH3:16])=[O:13])[CH:3]=1.[C:19](=O)([O-])[O-].[K+].[K+].C1(C)C=CC(S(OC)(=O)=O)=CC=1.O. The catalyst is CN(C=O)C. The product is [I:1][C:2]1[C:10]2[C:9](=[O:11])[N:8]([CH3:19])[CH:7]=[N:6][C:5]=2[N:4]([C:12]([O:14][C:15]([CH3:18])([CH3:17])[CH3:16])=[O:13])[CH:3]=1. (6) The catalyst is O. The product is [CH3:36][C:25]1[CH:24]=[C:4]([CH:3]=[C:2]([CH3:1])[C:26]=1[N:27]1[CH:31]=[C:30]([C:32]([F:34])([F:33])[F:35])[CH:29]=[N:28]1)[O:5][CH:6]([CH:18]1[CH2:21][C:20]([CH3:23])([CH3:22])[CH2:19]1)[C:7]1[CH:17]=[CH:16][C:10]([C:11]([OH:13])=[O:12])=[CH:9][CH:8]=1. The reactants are [CH3:1][C:2]1[CH:3]=[C:4]([CH:24]=[C:25]([CH3:36])[C:26]=1[N:27]1[CH:31]=[C:30]([C:32]([F:35])([F:34])[F:33])[CH:29]=[N:28]1)[O:5][CH:6]([CH:18]1[CH2:21][C:20]([CH3:23])([CH3:22])[CH2:19]1)[C:7]1[CH:17]=[CH:16][C:10]([C:11]([O:13]CC)=[O:12])=[CH:9][CH:8]=1.O1CCCC1.CO.[OH-].[Na+]. The yield is 0.860.